This data is from Catalyst prediction with 721,799 reactions and 888 catalyst types from USPTO. The task is: Predict which catalyst facilitates the given reaction. (1) Reactant: C([O-])([O-])=O.[Cs+].[Cs+].Br[CH2:8][C:9]1[C:18]([F:19])=[C:17]2[C:12]([C:13]([C:24]3[CH:25]=[N:26][N:27]([CH3:29])[CH:28]=3)=[CH:14][C:15]([C:20]([O:22][CH3:23])=[O:21])=[N:16]2)=[CH:11][CH:10]=1.FC(F)(F)C1OCCNC1. Product: [F:19][C:18]1[C:9]([CH3:8])=[CH:10][CH:11]=[C:12]2[C:17]=1[N:16]=[C:15]([C:20]([O:22][CH3:23])=[O:21])[CH:14]=[C:13]2[C:24]1[CH:25]=[N:26][N:27]([CH3:29])[CH:28]=1. The catalyst class is: 31. (2) Reactant: [CH2:1]([C:3]1[CH:8]=[C:7]([CH3:9])[NH:6][C:5](=[O:10])[C:4]=1[CH2:11][NH:12]C(=O)OC(C)(C)C)[CH3:2].[ClH:20]. Product: [ClH:20].[NH2:12][CH2:11][C:4]1[C:5](=[O:10])[NH:6][C:7]([CH3:9])=[CH:8][C:3]=1[CH2:1][CH3:2]. The catalyst class is: 12. (3) Reactant: FC(F)(F)C(O)=O.[O:8]1[CH:12]=[CH:11][CH:10]=[C:9]1[C:13]1[O:17][C:16]([C:18](=[O:28])[CH2:19][CH2:20][CH2:21][CH:22]2[CH2:27][CH2:26][NH:25][CH2:24][CH2:23]2)=[N:15][CH:14]=1.C(OC(N1[CH2:41][CH2:40][CH:39]([CH2:42][CH2:43][CH2:44][C:45](C2OC(C3OC=CC=3)=CN=2)=O)CC1)=O)(C)(C)C.C(O)(C(F)(F)F)=O. Product: [CH2:41]([N:25]1[CH2:26][CH2:27][CH:22]([CH2:21][CH2:20][CH2:19][C:18]([C:16]2[O:17][C:13]([C:9]3[O:8][CH:12]=[CH:11][CH:10]=3)=[CH:14][N:15]=2)=[O:28])[CH2:23][CH2:24]1)[C:40]1[CH:39]=[CH:42][CH:43]=[CH:44][CH:45]=1. The catalyst class is: 2. (4) Reactant: [Br:1][C:2]1[CH:3]=[CH:4][C:5]2[NH:6][C:7]3[C:12]([C:13]=2[CH:14]=1)=[CH:11][C:10]([Br:15])=[CH:9][CH:8]=3.[OH-].[K+].C1(C)C=C(C)C=C(C)C=1O[CH2:27][CH:28]([OH:37])[CH2:29][O:30][C:31]1[CH:36]=[CH:35][CH:34]=[CH:33][N:32]=1. Product: [Br:15][C:10]1[CH:9]=[CH:8][C:7]2[N:6]([CH2:27][CH:28]([OH:37])[CH2:29][O:30][C:31]3[CH:36]=[CH:35][CH:34]=[CH:33][N:32]=3)[C:5]3[C:13]([C:12]=2[CH:11]=1)=[CH:14][C:2]([Br:1])=[CH:3][CH:4]=3. The catalyst class is: 3. (5) Reactant: [F:1][C:2]1[CH:30]=[C:29]([N+:31]([O-])=O)[CH:28]=[CH:27][C:3]=1[O:4][C:5]1[CH:10]=[CH:9][N:8]=[C:7]2[CH:11]=[C:12]([C:14]3[N:19]=[CH:18][C:17]([CH2:20][N:21]4[CH2:25][CH2:24][CH2:23][C:22]4=[O:26])=[CH:16][CH:15]=3)[S:13][C:6]=12.[Cl-].[NH4+]. Product: [NH2:31][C:29]1[CH:28]=[CH:27][C:3]([O:4][C:5]2[CH:10]=[CH:9][N:8]=[C:7]3[CH:11]=[C:12]([C:14]4[N:19]=[CH:18][C:17]([CH2:20][N:21]5[CH2:25][CH2:24][CH2:23][C:22]5=[O:26])=[CH:16][CH:15]=4)[S:13][C:6]=23)=[C:2]([F:1])[CH:30]=1. The catalyst class is: 406. (6) Reactant: [CH3:1][O:2][CH2:3][CH2:4][O:5][CH2:6][C:7]([C:10]1[CH:15]=[CH:14][C:13]([N+:16]([O-])=O)=[CH:12][CH:11]=1)([CH3:9])[CH3:8]. Product: [CH3:1][O:2][CH2:3][CH2:4][O:5][CH2:6][C:7]([C:10]1[CH:15]=[CH:14][C:13]([NH2:16])=[CH:12][CH:11]=1)([CH3:9])[CH3:8]. The catalyst class is: 94. (7) Reactant: Cl[C:2]1[CH:11]=[CH:10][C:9]2[C:4](=[CH:5][CH:6]=[C:7]([Cl:12])[CH:8]=2)[N:3]=1.[CH:13]1([NH2:20])[CH2:18][CH2:17][CH2:16][CH:15]([NH2:19])[CH2:14]1. Product: [Cl:12][C:7]1[CH:8]=[C:9]2[C:4](=[CH:5][CH:6]=1)[N:3]=[C:2]([NH:19][CH:15]1[CH2:16][CH2:17][CH2:18][CH:13]([NH2:20])[CH2:14]1)[CH:11]=[CH:10]2. The catalyst class is: 17.